The task is: Binary Classification. Given two protein amino acid sequences, predict whether they physically interact or not.. This data is from Human Reference Interactome with 51,813 positive PPI pairs across 8,248 proteins, plus equal number of experimentally-validated negative pairs. Result: 0 (the proteins do not interact). Protein 1 (ENSG00000101745) has sequence MPKSGFTKPIQSENSDSDSNMVEKPYGRKSKDKIASYSKTPKIERSDVSKEMKEKSSMKRKLPFTISPSRNEERDSDTDSDPGHTSENWGERLISSYRTYSEKEGPEKKKTKKEAGNKKSTPVSILFGYPLSERKQMALLMQMTARDNSPDSTPNHPSQTTPAQKKTPSSSSRQKDKVNKRNERGETPLHMAAIRGDVKQVKELISLGANVNVKDFAGWTPLHEACNVGYYDVAKILIAAGADVNTQGLDDDTPLHDSASSGHRDIVKLLLRHGGNPFQANKHGERPVDVAETEELELLL.... Protein 2 (ENSG00000130762) has sequence MAQRHSDSSLEEKLLGHRFHSELRLDAGGNPASGLPMVRGSPRVRDDAAFQPQVPAPPQPRPPGHEEPWPIVLSTESPAALKLGTQQLIPKSLAVASKAKTPARHQSFGAAVLSREAARRDPKLLPAPSFSLDDMDVDKDPGGMLRRNLRNQSYRAAMKGLGKPGGQGDAIQLSPKLQALAEEPSQPHTRSPAKNKKTLGRKRGHKGSFKDDPQLYQEIQERGLNTSQESDDDILDESSSPEGTQKVDATIVVKSYRPAQVTWSQLPEVVELGILDQLSTEERKRQEAMFEILTSEFSYQ....